This data is from Reaction yield outcomes from USPTO patents with 853,638 reactions. The task is: Predict the reaction yield, written as a fraction of the theoretical maximum amount of product (1.0 means a 100% yield; for example, 0.34 means a 34% yield). The reactants are [CH2:1]([O:3][C:4]([C:6]1[N:7]=[C:8]([N:11]2[CH2:15][CH2:14][C@@H:13]([OH:16])[CH2:12]2)[S:9][CH:10]=1)=[O:5])[CH3:2].[Si:17](Cl)([C:30]([CH3:33])([CH3:32])[CH3:31])([C:24]1[CH:29]=[CH:28][CH:27]=[CH:26][CH:25]=1)[C:18]1[CH:23]=[CH:22][CH:21]=[CH:20][CH:19]=1.N1C=CN=C1.C(O)C. The catalyst is CN(C)C=O. The product is [Si:17]([O:16][C@@H:13]1[CH2:14][CH2:15][N:11]([C:8]2[S:9][CH:10]=[C:6]([C:4]([O:3][CH2:1][CH3:2])=[O:5])[N:7]=2)[CH2:12]1)([C:30]([CH3:33])([CH3:32])[CH3:31])([C:24]1[CH:25]=[CH:26][CH:27]=[CH:28][CH:29]=1)[C:18]1[CH:23]=[CH:22][CH:21]=[CH:20][CH:19]=1. The yield is 0.900.